The task is: Predict which catalyst facilitates the given reaction.. This data is from Catalyst prediction with 721,799 reactions and 888 catalyst types from USPTO. (1) Reactant: [Cl:1][C:2]1[CH:7]=[C:6]([Cl:8])[CH:5]=[CH:4][C:3]=1[C@H:9]1[C@H:14]([N+:15]([O-])=O)[CH2:13][CH:12]=[CH:11][CH2:10]1.Cl.C([O-])(O)=O.[Na+]. Product: [Cl:1][C:2]1[CH:7]=[C:6]([Cl:8])[CH:5]=[CH:4][C:3]=1[C@H:9]1[C@H:14]([NH2:15])[CH2:13][CH:12]=[CH:11][CH2:10]1. The catalyst class is: 284. (2) Reactant: [OH:1][C:2]1[CH:11]=[C:10]2[C:5]([C:6]([S:12][CH3:13])=[N:7][CH:8]=[N:9]2)=[CH:4][CH:3]=1.[H-].[Na+].[C:16]([N:19]1[CH2:24][CH2:23][N:22]([C:25](=[O:28])[CH2:26]Br)[CH2:21][CH2:20]1)(=[O:18])[CH3:17].C(OCC)(=O)C. Product: [C:25]([N:22]1[CH2:23][CH2:24][N:19]([C:16](=[O:18])[CH2:17][O:1][C:2]2[CH:11]=[C:10]3[C:5]([C:6]([S:12][CH3:13])=[N:7][CH:8]=[N:9]3)=[CH:4][CH:3]=2)[CH2:20][CH2:21]1)(=[O:28])[CH3:26]. The catalyst class is: 9.